Predict the reactants needed to synthesize the given product. From a dataset of Full USPTO retrosynthesis dataset with 1.9M reactions from patents (1976-2016). (1) Given the product [ClH:61].[C:1]([N:4]([CH2:26][C@@H:27]1[O:31][C:30](=[O:32])[N:29]([C:33]2[CH:38]=[CH:37][C:36]([CH:39]3[CH2:40][CH2:41][S:42](=[O:45])(=[O:46])[CH2:43][CH2:44]3)=[C:35]([F:47])[CH:34]=2)[CH2:28]1)[C:5]([O:7][CH:8]([O:10][C:11](=[O:25])[C@@H:12]([NH2:17])[C@@H:13]([CH3:16])[CH2:14][CH3:15])[CH3:9])=[O:6])(=[O:3])[CH3:2], predict the reactants needed to synthesize it. The reactants are: [C:1]([N:4]([CH2:26][C@@H:27]1[O:31][C:30](=[O:32])[N:29]([C:33]2[CH:38]=[CH:37][C:36]([CH:39]3[CH2:44][CH2:43][S:42](=[O:46])(=[O:45])[CH2:41][CH2:40]3)=[C:35]([F:47])[CH:34]=2)[CH2:28]1)[C:5]([O:7][CH:8]([O:10][C:11](=[O:25])[C@@H:12]([NH:17]C(OC(C)(C)C)=O)[C@@H:13]([CH3:16])[CH2:14][CH3:15])[CH3:9])=[O:6])(=[O:3])[CH3:2].C1(OC)C=CC=CC=1.C1COCC1.[ClH:61]. (2) Given the product [ClH:21].[F:17][C:14]1[CH:15]=[CH:16][C:11]([CH2:10][CH2:9][NH:7][CH3:6])=[CH:12][C:13]=1[O:18][CH3:19], predict the reactants needed to synthesize it. The reactants are: C(O[C:6](=O)[N:7]([CH2:9][CH2:10][C:11]1[CH:16]=[CH:15][C:14]([F:17])=[C:13]([O:18][CH3:19])[CH:12]=1)C)(C)(C)C.[ClH:21].C(OCC)(=O)C.